This data is from Forward reaction prediction with 1.9M reactions from USPTO patents (1976-2016). The task is: Predict the product of the given reaction. (1) Given the reactants [OH:1][C:2]1[C:3]([CH:12]2[C:20]3[CH:19]=[C:18]4[O:21][CH2:22][CH2:23][O:24][C:17]4=[CH:16][C:15]=3[N:14]([CH2:25][CH2:26][O:27][CH2:28][CH2:29][O:30][CH3:31])[C:13]2=[O:32])=[CH:4][C:5]2[O:10][CH2:9][CH2:8][O:7][C:6]=2[CH:11]=1.[C:33]1(C(C2C=CC=CC=2)N2C3C(=CC=CC=3)C(C3C=C(C)C(OC)=CC=3O)C2=O)C=CC=CC=1, predict the reaction product. The product is: [CH3:31][O:30][CH2:29][CH2:28][O:27][CH2:26][CH2:25][N:14]1[C:15]2[CH:16]=[C:17]3[O:24][CH2:23][CH2:22][O:21][C:18]3=[CH:19][C:20]=2[C:12]2([C:3]3[C:2](=[CH:11][C:6]4[O:7][CH2:8][CH2:9][O:10][C:5]=4[CH:4]=3)[O:1][CH2:33]2)[C:13]1=[O:32]. (2) The product is: [C:49]([NH:2][CH2:3][CH2:4][N:5]1[C:10](=[O:11])[N:9]=[C:8]([NH:12][C:13]2[CH:18]=[CH:17][C:16]([O:19][CH:20]([CH3:21])[CH3:22])=[C:15]([F:23])[CH:14]=2)[N:7]([CH2:24][C:25]2[CH:26]=[CH:27][C:28]([Cl:31])=[CH:29][CH:30]=2)[C:6]1=[O:32])(=[O:51])[CH3:50]. Given the reactants Cl.[NH2:2][CH2:3][CH2:4][N:5]1[C:10](=[O:11])[N:9]=[C:8]([NH:12][C:13]2[CH:18]=[CH:17][C:16]([O:19][CH:20]([CH3:22])[CH3:21])=[C:15]([F:23])[CH:14]=2)[N:7]([CH2:24][C:25]2[CH:30]=[CH:29][C:28]([Cl:31])=[CH:27][CH:26]=2)[C:6]1=[O:32].C(N(CC)CC)C.CN(C1C=CC=CN=1)C.[C:49](Cl)(=[O:51])[CH3:50], predict the reaction product. (3) Given the reactants C([O:8][N:9]([CH2:12][C@@H:13]([CH2:17][CH2:18][CH2:19][CH3:20])[C:14](O)=[O:15])[CH:10]=[O:11])C1C=CC=CC=1.[C:21]([C:25]1[CH:26]=[CH:27][C:28]2[O:32][C:31]([C@@H:33]3[CH2:37][CH2:36][CH2:35][NH:34]3)=[N:30][C:29]=2[CH:38]=1)([CH3:24])([CH3:23])[CH3:22], predict the reaction product. The product is: [C:21]([C:25]1[CH:26]=[CH:27][C:28]2[O:32][C:31]([C@@H:33]3[CH2:37][CH2:36][CH2:35][N:34]3[C:14]([C@H:13]([CH2:17][CH2:18][CH2:19][CH3:20])[CH2:12][N:9]([OH:8])[CH:10]=[O:11])=[O:15])=[N:30][C:29]=2[CH:38]=1)([CH3:24])([CH3:22])[CH3:23]. (4) Given the reactants [F:1][C:2]1[CH:3]=[C:4]([CH:34]=[CH:35][C:36]=1[OH:37])[C:5]([CH2:7][NH:8][C:9]1[CH:14]=[C:13]([O:15][CH3:16])[CH:12]=[CH:11][C:10]=1[C@@H:17]1[CH2:26][CH2:25][C:24]2[CH:23]=[C:22]([O:27]C(=O)C(C)(C)C)[CH:21]=[CH:20][C:19]=2[CH2:18]1)=O.Cl[CH2:39][C:40]([N:42]([CH2:44][CH2:45][O:46][CH3:47])[CH3:43])=O, predict the reaction product. The product is: [F:1][C:2]1[CH:3]=[C:4]([CH:34]=[CH:35][C:36]=1[O:37][CH2:39][CH2:40][N:42]([CH2:44][CH2:45][O:46][CH3:47])[CH3:43])[CH2:5][CH2:7][NH:8][C:9]1[CH:14]=[C:13]([O:15][CH3:16])[CH:12]=[CH:11][C:10]=1[C@@H:17]1[CH2:26][CH2:25][C:24]2[CH:23]=[C:22]([OH:27])[CH:21]=[CH:20][C:19]=2[CH2:18]1. (5) Given the reactants [C:1]([O:7][CH2:8][C@@H:9]([O:34][C:35]([CH3:38])([CH3:37])[CH3:36])[C:10]1[C:25]([CH3:26])=[CH:24][C:13]2[N:14]=[C:15]([C:17]3[CH:22]=[CH:21][N:20]=[C:19](Cl)[CH:18]=3)[S:16][C:12]=2[C:11]=1[C:27]1[CH:32]=[CH:31][C:30]([Cl:33])=[CH:29][CH:28]=1)(=[O:6])[C:2]([CH3:5])([CH3:4])[CH3:3].[C:39]([C:41]1[CH:42]=[C:43](B(O)O)[CH:44]=[CH:45][CH:46]=1)#[N:40].C([O-])([O-])=O.[K+].[K+], predict the reaction product. The product is: [C:1]([O:7][CH2:8][C@@H:9]([O:34][C:35]([CH3:38])([CH3:36])[CH3:37])[C:10]1[C:25]([CH3:26])=[CH:24][C:13]2[N:14]=[C:15]([C:17]3[CH:22]=[CH:21][N:20]=[C:19]([C:45]4[CH:44]=[CH:43][CH:42]=[C:41]([C:39]#[N:40])[CH:46]=4)[CH:18]=3)[S:16][C:12]=2[C:11]=1[C:27]1[CH:32]=[CH:31][C:30]([Cl:33])=[CH:29][CH:28]=1)(=[O:6])[C:2]([CH3:5])([CH3:4])[CH3:3].